Dataset: Catalyst prediction with 721,799 reactions and 888 catalyst types from USPTO. Task: Predict which catalyst facilitates the given reaction. (1) Reactant: [OH:1][CH2:2][CH2:3][O:4][C:5]([N:7]1[C:16]2[C:11](=[N:12][C:13]([O:17][CH3:18])=[CH:14][CH:15]=2)[C@@H:10]([NH:19][C:20]2[N:25]=[C:24]([CH2:26][C:27]3[CH:32]=[C:31]([C:33]([F:36])([F:35])[F:34])[CH:30]=[C:29]([C:37]([F:40])([F:39])[F:38])[CH:28]=3)[C:23]([CH2:41][CH2:42][C:43]([O:45]C)=[O:44])=[CH:22][N:21]=2)[CH2:9][C@H:8]1[CH2:47][CH3:48])=[O:6].[OH-].[Na+].C(O)(=O)CC(CC(O)=O)(C(O)=O)O. Product: [OH:1][CH2:2][CH2:3][O:4][C:5]([N:7]1[C:16]2[C:11](=[N:12][C:13]([O:17][CH3:18])=[CH:14][CH:15]=2)[C@@H:10]([NH:19][C:20]2[N:25]=[C:24]([CH2:26][C:27]3[CH:32]=[C:31]([C:33]([F:35])([F:36])[F:34])[CH:30]=[C:29]([C:37]([F:39])([F:38])[F:40])[CH:28]=3)[C:23]([CH2:41][CH2:42][C:43]([OH:45])=[O:44])=[CH:22][N:21]=2)[CH2:9][C@H:8]1[CH2:47][CH3:48])=[O:6]. The catalyst class is: 12. (2) Reactant: [H-].[Na+].[Br:3][C:4]1[CH:12]=[C:11]2[C:7]([C:8](=[O:23])[N:9]([C:13]3[CH:18]=[CH:17][C:16]([C:19]([F:22])([F:21])[F:20])=[CH:15][CH:14]=3)[NH:10]2)=[CH:6][CH:5]=1.[CH3:24][Si:25]([CH2:28][CH2:29][O:30][CH2:31]Cl)([CH3:27])[CH3:26]. Product: [Br:3][C:4]1[CH:12]=[C:11]2[C:7]([C:8](=[O:23])[N:9]([C:13]3[CH:14]=[CH:15][C:16]([C:19]([F:20])([F:21])[F:22])=[CH:17][CH:18]=3)[N:10]2[CH2:31][O:30][CH2:29][CH2:28][Si:25]([CH3:27])([CH3:26])[CH3:24])=[CH:6][CH:5]=1. The catalyst class is: 1. (3) Reactant: [NH2:1][C@H:2]1[CH2:11][C:10]2[C:9]([N:12]3[CH2:17][CH2:16][N:15](C(OC(C)(C)C)=O)[CH2:14][CH2:13]3)=[CH:8][CH:7]=[C:6]([CH3:25])[C:5]=2[CH2:4][CH2:3]1.[Cl:26][C:27]1[CH:36]=[CH:35][CH:34]=[C:33]2[C:28]=1[CH:29]=[CH:30][C:31]([S:37](Cl)(=[O:39])=[O:38])=[CH:32]2.CCN(C(C)C)C(C)C.C(O)(C(F)(F)F)=O. Product: [Cl:26][C:27]1[CH:36]=[CH:35][CH:34]=[C:33]2[C:28]=1[CH:29]=[CH:30][C:31]([S:37]([NH:1][C@@H:2]1[CH2:3][CH2:4][C:5]3[C:10](=[C:9]([N:12]4[CH2:13][CH2:14][NH:15][CH2:16][CH2:17]4)[CH:8]=[CH:7][C:6]=3[CH3:25])[CH2:11]1)(=[O:38])=[O:39])=[CH:32]2. The catalyst class is: 4. (4) Reactant: [OH:1][C:2]1[CH:11]=[C:10]2[C:5]([CH:6]=[CH:7][C:8](=[O:12])[O:9]2)=[CH:4][CH:3]=1.[H-].[Na+].Br[CH2:16][CH2:17][CH:18]=[CH2:19]. Product: [O:9]1[C:10]2[C:5](=[CH:4][CH:3]=[C:2]([O:1][CH2:19][CH2:18][CH:17]=[CH2:16])[CH:11]=2)[CH:6]=[CH:7][C:8]1=[O:12]. The catalyst class is: 39. (5) Reactant: [C:1]([O:9][CH2:10][CH3:11])(=O)[C:2]1[CH:7]=[CH:6][CH:5]=[CH:4][CH:3]=1.COC1C=CC(P2(SP(C3C=CC(OC)=CC=3)(=S)S2)=[S:21])=CC=1. Product: [CH2:10]([O:9][C:1](=[S:21])[C:2]1[CH:7]=[CH:6][CH:5]=[CH:4][CH:3]=1)[CH3:11]. The catalyst class is: 113.